Dataset: Catalyst prediction with 721,799 reactions and 888 catalyst types from USPTO. Task: Predict which catalyst facilitates the given reaction. (1) Reactant: [C:1]1([NH:7][C:8]([N:10]2[CH2:19][C:18]3[CH:17]=[N:16][C:15]4[NH:20][N:21]=[C:22]([C:23]5[CH2:28][CH2:27][N:26](C(OC(C)(C)C)=O)[CH2:25][CH:24]=5)[C:14]=4[C:13]=3[CH2:12][CH2:11]2)=[O:9])[CH:6]=[CH:5][CH:4]=[CH:3][CH:2]=1.[ClH:36]. Product: [Cl-:36].[C:1]1([NH:7][C:8]([N:10]2[CH2:19][C:18]3[CH:17]=[N:16][C:15]4[NH:20][N:21]=[C:22]([C:23]5[CH2:28][CH2:27][NH2+:26][CH2:25][CH:24]=5)[C:14]=4[C:13]=3[CH2:12][CH2:11]2)=[O:9])[CH:2]=[CH:3][CH:4]=[CH:5][CH:6]=1. The catalyst class is: 269. (2) Reactant: [Cl:1][C:2]1[CH:7]=[CH:6][C:5]([C:8]2[C:17]3[C:12](=[CH:13][CH:14]=[C:15]([C:18]([OH:20])=O)[CH:16]=3)[CH:11]=[N:10][CH:9]=2)=[CH:4][CH:3]=1.F[B-](F)(F)F.N1(OC(N(C)C)=[N+](C)C)C2C=CC=CC=2N=N1.C(N(CC)C(C)C)(C)C.[CH3:52][N:53]1[CH2:58][CH2:57][NH:56][CH2:55][CH2:54]1. Product: [Cl:1][C:2]1[CH:3]=[CH:4][C:5]([C:8]2[C:17]3[C:12](=[CH:13][CH:14]=[C:15]([C:18]([N:56]4[CH2:57][CH2:58][N:53]([CH3:52])[CH2:54][CH2:55]4)=[O:20])[CH:16]=3)[CH:11]=[N:10][CH:9]=2)=[CH:6][CH:7]=1. The catalyst class is: 9. (3) Reactant: [CH3:1][C:2]([CH3:20])([CH3:19])[CH2:3][CH:4]1[CH2:7][CH:6]([C:8]([O:10]CC)=[O:9])[CH:5]1N1CCCCC1.C1(C)C=CC(S(OC)(=O)=O)=CC=1. Product: [CH3:1][C:2]([CH3:20])([CH3:19])[CH2:3][CH:4]1[CH2:7][C:6]([C:8]([OH:10])=[O:9])=[CH:5]1. The catalyst class is: 6. (4) Reactant: [I-].[CH:2]1([N:6]2[CH2:11][CH2:10][N:9]([C:12](=[O:25])[CH2:13][N+:14]3[CH:19]=[CH:18][C:17]4[N:20]=[C:21]([S:23][CH3:24])[O:22][C:16]=4[CH:15]=3)[CH2:8][CH2:7]2)[CH2:5][CH2:4][CH2:3]1.[BH4-].[Na+]. Product: [CH:2]1([N:6]2[CH2:7][CH2:8][N:9]([C:12](=[O:25])[CH2:13][N:14]3[CH2:19][CH2:18][C:17]4[N:20]=[C:21]([S:23][CH3:24])[O:22][C:16]=4[CH2:15]3)[CH2:10][CH2:11]2)[CH2:5][CH2:4][CH2:3]1. The catalyst class is: 5. (5) Reactant: [NH2:1][CH:2]1[CH2:8][CH2:7][CH2:6][N:5]([C:9]([O:11][C:12]([CH3:15])([CH3:14])[CH3:13])=[O:10])[CH2:4][CH2:3]1.[CH2:16]([O:23][C:24](Cl)=[O:25])[C:17]1[CH:22]=[CH:21][CH:20]=[CH:19][CH:18]=1. Product: [C:17]1([CH2:16][O:23][C:24]([NH:1][CH:2]2[CH2:8][CH2:7][CH2:6][N:5]([C:9]([O:11][C:12]([CH3:15])([CH3:14])[CH3:13])=[O:10])[CH2:4][CH2:3]2)=[O:25])[CH:22]=[CH:21][CH:20]=[CH:19][CH:18]=1. The catalyst class is: 2.